Dataset: NCI-60 drug combinations with 297,098 pairs across 59 cell lines. Task: Regression. Given two drug SMILES strings and cell line genomic features, predict the synergy score measuring deviation from expected non-interaction effect. (1) Drug 1: CC(CN1CC(=O)NC(=O)C1)N2CC(=O)NC(=O)C2. Drug 2: CN(CC1=CN=C2C(=N1)C(=NC(=N2)N)N)C3=CC=C(C=C3)C(=O)NC(CCC(=O)O)C(=O)O. Cell line: A549. Synergy scores: CSS=44.2, Synergy_ZIP=-8.14, Synergy_Bliss=-9.36, Synergy_Loewe=-1.62, Synergy_HSA=-0.484. (2) Drug 1: CCCCC(=O)OCC(=O)C1(CC(C2=C(C1)C(=C3C(=C2O)C(=O)C4=C(C3=O)C=CC=C4OC)O)OC5CC(C(C(O5)C)O)NC(=O)C(F)(F)F)O. Drug 2: C1C(C(OC1N2C=NC(=NC2=O)N)CO)O. Cell line: RXF 393. Synergy scores: CSS=7.48, Synergy_ZIP=-11.4, Synergy_Bliss=-14.0, Synergy_Loewe=-15.8, Synergy_HSA=-13.8. (3) Drug 1: CC1=C(C=C(C=C1)NC(=O)C2=CC=C(C=C2)CN3CCN(CC3)C)NC4=NC=CC(=N4)C5=CN=CC=C5. Drug 2: C1CN(P(=O)(OC1)NCCCl)CCCl. Cell line: UO-31. Synergy scores: CSS=0.917, Synergy_ZIP=0.693, Synergy_Bliss=2.68, Synergy_Loewe=-1.72, Synergy_HSA=0.340. (4) Drug 1: CCC(=C(C1=CC=CC=C1)C2=CC=C(C=C2)OCCN(C)C)C3=CC=CC=C3.C(C(=O)O)C(CC(=O)O)(C(=O)O)O. Drug 2: CCCCCOC(=O)NC1=NC(=O)N(C=C1F)C2C(C(C(O2)C)O)O. Cell line: HCT116. Synergy scores: CSS=5.79, Synergy_ZIP=0.909, Synergy_Bliss=6.21, Synergy_Loewe=-5.44, Synergy_HSA=-2.52. (5) Drug 1: C1=CC(=CC=C1CC(C(=O)O)N)N(CCCl)CCCl.Cl. Drug 2: CC1=C(C(=CC=C1)Cl)NC(=O)C2=CN=C(S2)NC3=CC(=NC(=N3)C)N4CCN(CC4)CCO. Cell line: MOLT-4. Synergy scores: CSS=52.6, Synergy_ZIP=4.69, Synergy_Bliss=7.32, Synergy_Loewe=3.60, Synergy_HSA=6.18. (6) Drug 1: C1=C(C(=O)NC(=O)N1)N(CCCl)CCCl. Drug 2: CCC1=C2CN3C(=CC4=C(C3=O)COC(=O)C4(CC)O)C2=NC5=C1C=C(C=C5)O. Cell line: SK-MEL-5. Synergy scores: CSS=37.7, Synergy_ZIP=-6.29, Synergy_Bliss=-0.393, Synergy_Loewe=-4.20, Synergy_HSA=0.982.